This data is from Reaction yield outcomes from USPTO patents with 853,638 reactions. The task is: Predict the reaction yield, written as a fraction of the theoretical maximum amount of product (1.0 means a 100% yield; for example, 0.34 means a 34% yield). The reactants are OS(O)(=O)=O.Cl.[Br:7][C:8]1[CH:13]=[CH:12][C:11]([NH:14]N)=[CH:10][CH:9]=1.O=[C:17]([CH2:21][CH3:22])[C:18]([OH:20])=[O:19].[CH3:23][CH2:24]O. No catalyst specified. The product is [CH2:23]([O:20][C:18]([C:17]1[NH:14][C:11]2[C:12]([C:21]=1[CH3:22])=[CH:13][C:8]([Br:7])=[CH:9][CH:10]=2)=[O:19])[CH3:24]. The yield is 0.440.